From a dataset of Experimentally validated miRNA-target interactions with 360,000+ pairs, plus equal number of negative samples. Binary Classification. Given a miRNA mature sequence and a target amino acid sequence, predict their likelihood of interaction. (1) Result: 0 (no interaction). The miRNA is hsa-miR-4799-3p with sequence ACUGGCAUGCUGCAUUUAUAUA. The protein sequence of the target gene is MAKSGLRQDPQSTAAATVLKRAVELDSESRYPQALVCYQEGIDLLLQVLKGTKDNTKRCNLREKISKYMDRAENIKKYLDQEKEDGKYHKQIKIEENATGFSYESLFREYLNETVTEVWIEDPYIRHTHQLYNFLRFCEMLIKRPCKVKTIHLLTSLDEGIEQVQQSRGLQEIEESLRSHGVLLEVQYSSSIHDREIRFNNGWMIKIGRGLDYFKKPQSRFSLGYCDFDLRPCHETTVDIFHKKHTKNI. (2) The miRNA is hsa-miR-496 with sequence UGAGUAUUACAUGGCCAAUCUC. The protein sequence of the target gene is MSRYSYQSLLDWLYGGVDPSFAGNGGPDCAAFLSWQQRLLESVVVLTLALLEILVALRHILRQKEDGRGGRSSQPQQVTQRPEEGKESLSKNLLLVALCLIFGVEVGFKFATKTVIYLLNPCHLVTMMHIFLLACPPCPGATVIFKLQMHMLNGALLALLFPVVNTRLLPFELEIYYIQHAMLYVVPVYLLWKGGAYTPEPLCNFQWALLSTGLMFFYHFSFLQILGLVTEVNLNNMLCPAISDPFYGPWYRIWASGHQTLMTMTHGKLVILFSYMAGPLCKYLLDLLRLPAKKID. Result: 0 (no interaction). (3) The miRNA is hsa-miR-6777-5p with sequence ACGGGGAGUCAGGCAGUGGUGGA. The protein sequence of the target gene is MLPPMALPSVSWMLLSCLMLLSQVQGEEPQRELPSARIRCPKGSKAYGSHCYALFLSPKSWTDADLACQKRPSGNLVSVLSGAEGSFVSSLVKSIGNSYSYVWIGLHDPTQGTEPNGEGWEWSSSDVMNYFAWERNPSTISSPGHCASLSRSTAFLRWKDYNCNVRLPYVCKFTD. Result: 1 (interaction).